This data is from Catalyst prediction with 721,799 reactions and 888 catalyst types from USPTO. The task is: Predict which catalyst facilitates the given reaction. (1) Reactant: FC1C=CC(N2C(C(O)=O)=CN=C2SCC2C(F)=CC=C(F)C=2F)=CC=1.[Cl:27][C:28]1[CH:55]=[CH:54][CH:53]=[C:52]([F:56])[C:29]=1[CH2:30][CH2:31][S:32]([C:35]1[N:36]([C:45]2[CH:50]=[CH:49][C:48]([F:51])=[CH:47][CH:46]=2)[C:37]([C:40]([O:42]CC)=[O:41])=[CH:38][N:39]=1)(=[O:34])=[O:33].[Li+].[OH-]. The catalyst class is: 36. Product: [Cl:27][C:28]1[CH:55]=[CH:54][CH:53]=[C:52]([F:56])[C:29]=1[CH2:30][CH2:31][S:32]([C:35]1[N:36]([C:45]2[CH:50]=[CH:49][C:48]([F:51])=[CH:47][CH:46]=2)[C:37]([C:40]([OH:42])=[O:41])=[CH:38][N:39]=1)(=[O:34])=[O:33]. (2) Product: [C:1]([C:3]1[CH:8]=[CH:7][C:6]([C:9]2[CH:10]=[N:11][N:12]([C:15]3[CH:23]=[CH:22][C:18]([C:19]([N:56]([CH3:55])[CH2:57][CH2:58][CH2:59][N:60]4[CH2:65][CH2:64][CH2:63][CH2:62][CH2:61]4)=[O:20])=[CH:17][N:16]=3)[C:13]=2[OH:14])=[C:5]([CH3:24])[CH:4]=1)#[N:2]. Reactant: [C:1]([C:3]1[CH:8]=[CH:7][C:6]([C:9]2[CH:10]=[N:11][N:12]([C:15]3[CH:23]=[CH:22][C:18]([C:19](O)=[O:20])=[CH:17][N:16]=3)[C:13]=2[OH:14])=[C:5]([CH3:24])[CH:4]=1)#[N:2].C1C=C2N=NN(O)C2=CC=1.O.Cl.C(N=C=NCCCN(C)C)C.C(N(CC)CC)C.[CH3:55][NH:56][CH2:57][CH2:58][CH2:59][N:60]1[CH2:65][CH2:64][CH2:63][CH2:62][CH2:61]1. The catalyst class is: 623. (3) Reactant: [CH:1]([O:4][C:5](=[O:39])[O:6][CH:7]1[CH:11]2[O:12][Si](C(C)(C)C)(C(C)(C)C)[O:14][CH2:15][CH:10]2[O:9][CH:8]1[N:24]1[C:28]2[N:29]=[C:30]([N:33]=[CH:34][N:35]([CH3:37])[CH3:36])[N:31]=[CH:32][C:27]=2[S:26][C:25]1=[O:38])([CH3:3])[CH3:2].N1C(=O)CC[C@H]1C(O)=O. Product: [CH:1]([O:4][C:5](=[O:39])[O:6][CH:7]1[CH:11]([OH:12])[CH:10]([CH2:15][OH:14])[O:9][CH:8]1[N:24]1[C:28]2[N:29]=[C:30]([N:33]=[CH:34][N:35]([CH3:37])[CH3:36])[N:31]=[CH:32][C:27]=2[S:26][C:25]1=[O:38])([CH3:3])[CH3:2]. The catalyst class is: 5. (4) Reactant: Cl.Cl.[NH:3]1[CH2:8][CH2:7][CH2:6][C@@H:5]([NH:9][C:10]2[N:11]=[CH:12][C:13](/[CH:16]=[CH:17]/[C:18]([O:20][CH2:21][CH3:22])=[O:19])=[N:14][CH:15]=2)[CH2:4]1.Cl[C:24]1[N:29]=[CH:28][N:27]=[CH:26][CH:25]=1. Product: [N:27]1[CH:26]=[CH:25][CH:24]=[N:29][C:28]=1[N:3]1[CH2:8][CH2:7][CH2:6][C@@H:5]([NH:9][C:10]2[N:11]=[CH:12][C:13](/[CH:16]=[CH:17]/[C:18]([O:20][CH2:21][CH3:22])=[O:19])=[N:14][CH:15]=2)[CH2:4]1. The catalyst class is: 3.